Task: Regression. Given a peptide amino acid sequence and an MHC pseudo amino acid sequence, predict their binding affinity value. This is MHC class II binding data.. Dataset: Peptide-MHC class II binding affinity with 134,281 pairs from IEDB (1) The peptide sequence is DTLRSYYADWYQQKPG. The MHC is HLA-DPA10201-DPB10101 with pseudo-sequence HLA-DPA10201-DPB10101. The binding affinity (normalized) is 0.391. (2) The peptide sequence is RSKFLLMDALKLSIED. The MHC is DRB1_0802 with pseudo-sequence DRB1_0802. The binding affinity (normalized) is 0.578. (3) The peptide sequence is FSTGLIIQGLKLMNS. The MHC is HLA-DPA10201-DPB10501 with pseudo-sequence HLA-DPA10201-DPB10501. The binding affinity (normalized) is 0.379. (4) The peptide sequence is LGGVMGGLWKYLNAV. The MHC is HLA-DQA10501-DQB10402 with pseudo-sequence HLA-DQA10501-DQB10402. The binding affinity (normalized) is 0.396. (5) The binding affinity (normalized) is 0.456. The MHC is DRB1_0101 with pseudo-sequence DRB1_0101. The peptide sequence is RMGDVVCNAAMLIRQ.